The task is: Predict the reactants needed to synthesize the given product.. This data is from Full USPTO retrosynthesis dataset with 1.9M reactions from patents (1976-2016). (1) Given the product [C:17]([NH:16][C:13]1[CH:14]=[C:15]2[C:6]3[CH:5]=[CH:4][C:3]([O:20][CH2:39][C@@H:40]([NH:45][C:46](=[O:47])[O:48][C:49]([CH3:50])([CH3:51])[CH3:52])[CH2:41][CH:42]([CH3:43])[CH3:44])=[C:2]([F:1])[C:7]=3[O:8][CH2:9][C:10]2=[CH:11][N:12]=1)(=[O:19])[CH3:18], predict the reactants needed to synthesize it. The reactants are: [F:1][C:2]1[C:7]2[O:8][CH2:9][C:10]3[C:15]([C:6]=2[CH:5]=[CH:4][C:3]=1[OH:20])=[CH:14][C:13]([NH:16][C:17](=[O:19])[CH3:18])=[N:12][CH:11]=3.C(O)(C(F)(F)F)=O.C(=O)([O-])[O-].[K+].[K+].CS(O[CH2:39][C@@H:40]([NH:45][C:46]([O:48][C:49]([CH3:52])([CH3:51])[CH3:50])=[O:47])[CH2:41][CH:42]([CH3:44])[CH3:43])(=O)=O. (2) Given the product [CH3:2][C@@H:3]([NH:9][C:16]1[C:17]2[CH:36]=[CH:35][NH:34][C:18]=2[N:19]=[C:20]([NH:22][C:23]2[CH:24]=[C:25]([NH:29][S:30]([CH3:33])(=[O:32])=[O:31])[CH:26]=[CH:27][CH:28]=2)[N:21]=1)[C:4]([CH3:8])([CH3:7])[CH2:5][CH3:6], predict the reactants needed to synthesize it. The reactants are: Cl.[CH3:2][C@@H:3]([NH2:9])[C:4]([CH3:8])([CH3:7])[CH2:5][CH3:6].C1(N)CCC1.Cl[C:16]1[C:17]2[CH:36]=[CH:35][NH:34][C:18]=2[N:19]=[C:20]([NH:22][C:23]2[CH:24]=[C:25]([NH:29][S:30]([CH3:33])(=[O:32])=[O:31])[CH:26]=[CH:27][CH:28]=2)[N:21]=1.ClC1N=C(NC2C=C(NS(C)(=O)=O)C=CC=2)N=C2C=1N=CN2. (3) Given the product [Br:17][C:14]1[CH:15]=[CH:16][C:9]([CH3:8])=[C:10]([CH:13]=1)[CH:11]=[O:12], predict the reactants needed to synthesize it. The reactants are: [Al+3].[Cl-].[Cl-].[Cl-].ClCCl.[CH3:8][C:9]1[CH:16]=[CH:15][CH:14]=[CH:13][C:10]=1[CH:11]=[O:12].[Br:17]Br. (4) Given the product [CH3:13][Si:14]([CH3:21])([CH3:20])[N-:15][Si:16]([CH3:19])([CH3:18])[CH3:17].[C:1]([N:5]1[CH2:9][CH2:8][N:7]([CH3:10])[C:6]1=[Cu-:11])([CH3:4])([CH3:3])[CH3:2], predict the reactants needed to synthesize it. The reactants are: [C:1]([N:5]1[CH2:9][CH2:8][N:7]([CH3:10])[C:6]1=[Cu-2:11]Cl)([CH3:4])([CH3:3])[CH3:2].[CH3:13][Si:14]([CH3:21])([CH3:20])[N-:15][Si:16]([CH3:19])([CH3:18])[CH3:17].C(N1CCN(CC)C1=[Cu-])(C)(C)C.